Dataset: Reaction yield outcomes from USPTO patents with 853,638 reactions. Task: Predict the reaction yield, written as a fraction of the theoretical maximum amount of product (1.0 means a 100% yield; for example, 0.34 means a 34% yield). (1) The reactants are [NH2:1][CH2:2][CH2:3][CH2:4][CH2:5][CH:6]([N:13]([S:18]([C:21]1[CH:26]=[CH:25][C:24]([NH2:27])=[CH:23][CH:22]=1)(=[O:20])=[O:19])[CH2:14][CH:15]([CH3:17])[CH3:16])[CH2:7][O:8][P:9](=[O:12])([OH:11])[OH:10].[OH-].[Na+].C(=O)(O)[O-].[Na+].O=C1CCC(=O)N1[O:42][C:43](=O)[CH:44]([NH:58][C:59]([O:61][CH3:62])=[O:60])[CH:45]([C:52]1[CH:57]=[CH:56][CH:55]=[CH:54][CH:53]=1)[C:46]1[CH:51]=[CH:50][CH:49]=[CH:48][CH:47]=1. The catalyst is CC(C)=O. The product is [CH3:62][O:61][C:59](=[O:60])[NH:58][CH:44]([C:43](=[O:42])[NH:1][CH2:2][CH2:3][CH2:4][CH2:5][CH:6]([N:13]([S:18]([C:21]1[CH:26]=[CH:25][C:24]([NH2:27])=[CH:23][CH:22]=1)(=[O:20])=[O:19])[CH2:14][CH:15]([CH3:16])[CH3:17])[CH2:7][O:8][P:9]([OH:10])([OH:11])=[O:12])[CH:45]([C:52]1[CH:57]=[CH:56][CH:55]=[CH:54][CH:53]=1)[C:46]1[CH:51]=[CH:50][CH:49]=[CH:48][CH:47]=1. The yield is 0.660. (2) The reactants are O[CH:2]1[CH2:7][CH2:6][C:5](=[O:8])[CH2:4][CH2:3]1.[CH:9]1([NH2:12])[CH2:11][CH2:10]1.[BH-](OC(C)=O)(OC(C)=O)OC(C)=O.[Na+].C(O)(=O)C.[OH-].[Na+]. The catalyst is ClCCCl. The product is [CH:9]1([NH:12][CH:2]2[CH2:7][CH2:6][CH:5]([OH:8])[CH2:4][CH2:3]2)[CH2:11][CH2:10]1. The yield is 0.960. (3) The reactants are [H-].[Na+].[OH:3][C:4]1([C:12]2[S:13][C:14]([C:17]3[CH:18]=[C:19]([N:24]([C:32]4[N:37]=[C:36]([C:38]([F:41])([F:40])[F:39])[CH:35]=[CH:34][N:33]=4)[C:25](=[O:31])[O:26][C:27]([CH3:30])([CH3:29])[CH3:28])[CH:20]=[C:21]([CH3:23])[CH:22]=3)=[CH:15][N:16]=2)[CH2:10][CH2:9][C:8](=[O:11])[NH:7][CH2:6][CH2:5]1.Br[CH2:43][CH2:44][O:45][Si](C(C)(C)C)(C)C. The catalyst is CN(C=O)C. The product is [OH:45][CH2:44][CH2:43][O:3][C:4]1([C:12]2[S:13][C:14]([C:17]3[CH:18]=[C:19]([N:24]([C:32]4[N:37]=[C:36]([C:38]([F:40])([F:41])[F:39])[CH:35]=[CH:34][N:33]=4)[C:25](=[O:31])[O:26][C:27]([CH3:30])([CH3:29])[CH3:28])[CH:20]=[C:21]([CH3:23])[CH:22]=3)=[CH:15][N:16]=2)[CH2:10][CH2:9][C:8](=[O:11])[NH:7][CH2:6][CH2:5]1. The yield is 0.330. (4) The reactants are [NH2:1][C:2]1[N:6]=[CH:5][NH:4][N:3]=1.[OH:7][C:8]([CH3:20])([CH3:19])[CH2:9][O:10][C:11]1([CH3:18])[CH2:16][CH2:15][C:14](=O)[CH2:13][CH2:12]1.C(O[BH-](OC(=O)C)OC(=O)C)(=O)C.[Na+]. The catalyst is C(O)(=O)C. The product is [CH3:20][C:8]([OH:7])([CH3:19])[CH2:9][O:10][C:11]1([CH3:18])[CH2:16][CH2:15][CH:14]([NH:1][C:2]2[N:6]=[CH:5][NH:4][N:3]=2)[CH2:13][CH2:12]1. The yield is 0.540. (5) The reactants are [C:1]([O:5][CH3:6])(=[O:4])[CH2:2][SH:3].[CH3:7][O-].[Na+].C(OC(=O)[C:14]1[CH:19]=[CH:18][C:17](Cl)=[N:16][C:15]=1[O:21][CH2:22][C:23]1[CH:28]=[CH:27][CH:26]=[CH:25][CH:24]=1)C.Cl.C[CH2:32][OH:33]. The catalyst is O. The product is [CH2:6]([O:5][C:1]([C:2]1[S:3][C:17]2=[N:16][C:15]([O:21][CH2:22][C:23]3[CH:24]=[CH:25][CH:26]=[CH:27][CH:28]=3)=[CH:14][CH:19]=[C:18]2[C:32]=1[OH:33])=[O:4])[CH3:7]. The yield is 0.360. (6) The reactants are [Br:1][C:2]1[CH:7]=[CH:6][C:5]([NH:8][C:9]2[C:10]([C:20](=[O:26])[CH2:21][O:22]COC)=[CH:11][C:12]3[N:16]([CH3:17])[CH:15]=[N:14][C:13]=3[C:18]=2[F:19])=[C:4]([Cl:27])[CH:3]=1.Cl.CO.C([O-])(O)=O.[Na+]. The catalyst is CCOC(C)=O.O. The product is [Br:1][C:2]1[CH:7]=[CH:6][C:5]([NH:8][C:9]2[C:10]([C:20](=[O:26])[CH2:21][OH:22])=[CH:11][C:12]3[N:16]([CH3:17])[CH:15]=[N:14][C:13]=3[C:18]=2[F:19])=[C:4]([Cl:27])[CH:3]=1. The yield is 0.540. (7) The reactants are [NH:1]1[CH:5]=[CH:4][CH:3]=[CH:2]1.[C:6](O)([C:8](F)(F)F)=O. The catalyst is C(OCC)(=O)C. The product is [NH:1]1[CH:5]=[CH:4][CH:3]=[C:2]1[CH2:3][C:2]1[NH:1][CH:5]=[CH:6][CH:8]=1. The yield is 0.380. (8) The reactants are [C:1]([C:4]1[C:9]([F:10])=[CH:8][N:7]=[CH:6][C:5]=1[C:11]1[O:12][C:13]2[CH:19]=[CH:18][C:17]([C:20]#[N:21])=[CH:16][C:14]=2[CH:15]=1)(=[O:3])[CH3:2].[CH3:22][Mg]Br. The catalyst is C1COCC1. The product is [F:10][C:9]1[C:4]([C:1]([OH:3])([CH3:22])[CH3:2])=[C:5]([C:11]2[O:12][C:13]3[CH:19]=[CH:18][C:17]([C:20]#[N:21])=[CH:16][C:14]=3[CH:15]=2)[CH:6]=[N:7][CH:8]=1. The yield is 0.280. (9) The reactants are Br[C:2]1[CH:11]=[CH:10][C:9]([Cl:12])=[CH:8][C:3]=1[C:4]([O:6][CH3:7])=[O:5].P([O-])([O-])([O-])=O.[K+].[K+].[K+].[CH3:21][C:22]1[C:26](B2OC(C)(C)C(C)(C)O2)=[C:25]([C:36]2([NH:39][C:40](=[O:46])[O:41][C:42]([CH3:45])([CH3:44])[CH3:43])[CH2:38][CH2:37]2)[O:24][N:23]=1. The catalyst is CO.O1CCOCC1.C1C=CC([P]([Pd]([P](C2C=CC=CC=2)(C2C=CC=CC=2)C2C=CC=CC=2)([P](C2C=CC=CC=2)(C2C=CC=CC=2)C2C=CC=CC=2)[P](C2C=CC=CC=2)(C2C=CC=CC=2)C2C=CC=CC=2)(C2C=CC=CC=2)C2C=CC=CC=2)=CC=1. The product is [C:42]([O:41][C:40]([NH:39][C:36]1([C:25]2[O:24][N:23]=[C:22]([CH3:21])[C:26]=2[C:2]2[CH:11]=[CH:10][C:9]([Cl:12])=[CH:8][C:3]=2[C:4]([O:6][CH3:7])=[O:5])[CH2:38][CH2:37]1)=[O:46])([CH3:45])([CH3:44])[CH3:43]. The yield is 0.860.